This data is from Full USPTO retrosynthesis dataset with 1.9M reactions from patents (1976-2016). The task is: Predict the reactants needed to synthesize the given product. Given the product [CH3:1][S:2]([CH2:5][CH2:6][N:7]1[CH2:12][CH2:11][N:10]([C:13]2[CH:14]=[CH:15][C:16]([NH:19][C:20]3[N:28]=[C:27]4[C:23]([N:24]=[CH:25][NH:26]4)=[C:22]([O:35][C:36]4[CH:37]=[C:38]([NH:42][C:43](=[O:46])[CH:44]=[CH2:45])[CH:39]=[CH:40][CH:41]=4)[N:21]=3)=[CH:17][CH:18]=2)[CH2:9][CH2:8]1)(=[O:4])=[O:3], predict the reactants needed to synthesize it. The reactants are: [CH3:1][S:2]([CH2:5][CH2:6][N:7]1[CH2:12][CH2:11][N:10]([C:13]2[CH:18]=[CH:17][C:16]([NH:19][C:20]3[N:28]=[C:27]4[C:23]([N:24]=[CH:25][N:26]4C4CCCCO4)=[C:22]([O:35][C:36]4[CH:37]=[C:38]([NH:42][C:43](=[O:46])[CH:44]=[CH2:45])[CH:39]=[CH:40][CH:41]=4)[N:21]=3)=[CH:15][CH:14]=2)[CH2:9][CH2:8]1)(=[O:4])=[O:3].Cl.